From a dataset of NCI-60 drug combinations with 297,098 pairs across 59 cell lines. Regression. Given two drug SMILES strings and cell line genomic features, predict the synergy score measuring deviation from expected non-interaction effect. (1) Drug 1: CC1=CC2C(CCC3(C2CCC3(C(=O)C)OC(=O)C)C)C4(C1=CC(=O)CC4)C. Drug 2: C1CC(=O)NC(=O)C1N2C(=O)C3=CC=CC=C3C2=O. Cell line: SN12C. Synergy scores: CSS=15.1, Synergy_ZIP=16.0, Synergy_Bliss=20.6, Synergy_Loewe=21.7, Synergy_HSA=21.5. (2) Drug 2: CN1C(=O)N2C=NC(=C2N=N1)C(=O)N. Cell line: NCI-H522. Synergy scores: CSS=15.7, Synergy_ZIP=-6.31, Synergy_Bliss=1.64, Synergy_Loewe=-12.3, Synergy_HSA=0.545. Drug 1: C1=NC2=C(N=C(N=C2N1C3C(C(C(O3)CO)O)O)F)N. (3) Drug 1: C1=CN(C(=O)N=C1N)C2C(C(C(O2)CO)O)(F)F. Drug 2: CCC1=C2N=C(C=C(N2N=C1)NCC3=C[N+](=CC=C3)[O-])N4CCCCC4CCO. Cell line: HT29. Synergy scores: CSS=63.0, Synergy_ZIP=1.28, Synergy_Bliss=1.60, Synergy_Loewe=-1.21, Synergy_HSA=4.88. (4) Drug 1: C1=CC=C(C=C1)NC(=O)CCCCCCC(=O)NO. Drug 2: CCN(CC)CCNC(=O)C1=C(NC(=C1C)C=C2C3=C(C=CC(=C3)F)NC2=O)C. Cell line: UACC-257. Synergy scores: CSS=14.4, Synergy_ZIP=-5.58, Synergy_Bliss=1.50, Synergy_Loewe=-4.22, Synergy_HSA=1.92.